From a dataset of Reaction yield outcomes from USPTO patents with 853,638 reactions. Predict the reaction yield, written as a fraction of the theoretical maximum amount of product (1.0 means a 100% yield; for example, 0.34 means a 34% yield). The reactants are [NH2:1][C:2]([C:4]1[CH:29]=[CH:28][C:7]([O:8][CH2:9][CH2:10][CH2:11][O:12][C:13]2[CH:14]=[C:15]3[C:19](=[CH:20][CH:21]=2)[C@H:18]([CH2:22][C:23]([O:25][CH2:26][CH3:27])=[O:24])[CH2:17][CH2:16]3)=[C:6]([O:30][CH3:31])[CH:5]=1)=[S:3].Br[CH2:33][C:34](=O)[CH2:35][CH3:36]. The catalyst is CCO. The product is [CH2:35]([C:34]1[N:1]=[C:2]([C:4]2[CH:29]=[CH:28][C:7]([O:8][CH2:9][CH2:10][CH2:11][O:12][C:13]3[CH:14]=[C:15]4[C:19](=[CH:20][CH:21]=3)[C@H:18]([CH2:22][C:23]([O:25][CH2:26][CH3:27])=[O:24])[CH2:17][CH2:16]4)=[C:6]([O:30][CH3:31])[CH:5]=2)[S:3][CH:33]=1)[CH3:36]. The yield is 0.510.